Dataset: Full USPTO retrosynthesis dataset with 1.9M reactions from patents (1976-2016). Task: Predict the reactants needed to synthesize the given product. (1) Given the product [NH2:9][C:12]1[CH:13]=[C:14]([C@:18]23[CH2:27][CH2:26][CH2:25][CH2:24][C@H:23]2[CH2:22][S:21][C:20]([NH:28][C:29](=[O:35])[O:30][C:31]([CH3:33])([CH3:32])[CH3:34])=[N:19]3)[CH:15]=[CH:16][CH:17]=1, predict the reactants needed to synthesize it. The reactants are: S(S([O-])=O)([O-])=O.[Na+].[Na+].[N+:9]([C:12]1[CH:13]=[C:14]([C@:18]23[CH2:27][CH2:26][CH2:25][CH2:24][C@H:23]2[CH2:22][S:21][C:20]([NH:28][C:29](=[O:35])[O:30][C:31]([CH3:34])([CH3:33])[CH3:32])=[N:19]3)[CH:15]=[CH:16][CH:17]=1)([O-])=O.O. (2) Given the product [Cl:25][C:20]1[CH:19]=[C:18]([C:10]2[CH:9]=[CH:8][C:7]([CH2:15][S:14][C:9]3[C:10]([O:12][CH3:13])=[CH:11][C:6]([O:5][CH2:4][C:3]([OH:2])=[O:16])=[C:7]([CH3:15])[CH:8]=3)=[CH:6][CH:11]=2)[CH:23]=[CH:22][C:21]=1[Cl:24], predict the reactants needed to synthesize it. The reactants are: C[O:2][C:3](=[O:16])[CH2:4][O:5][C:6]1[CH:11]=[C:10]([O:12][CH3:13])[C:9]([SH:14])=[CH:8][C:7]=1[CH3:15].Br[C:18]1[CH:23]=[CH:22][C:21]([Cl:24])=[C:20]([Cl:25])[CH:19]=1.